This data is from Catalyst prediction with 721,799 reactions and 888 catalyst types from USPTO. The task is: Predict which catalyst facilitates the given reaction. (1) Reactant: [NH2:1][C:2]1[CH:3]=[C:4](/[CH:10]=[C:11](\[CH3:19])/[C:12]([O:14][C:15]([CH3:18])([CH3:17])[CH3:16])=[O:13])[CH:5]=[CH:6][C:7]=1[C:8]#[N:9]. Product: [NH2:1][C:2]1[CH:3]=[C:4]([CH2:10][CH:11]([CH3:19])[C:12]([O:14][C:15]([CH3:18])([CH3:17])[CH3:16])=[O:13])[CH:5]=[CH:6][C:7]=1[C:8]#[N:9]. The catalyst class is: 78. (2) Reactant: [OH:1][C:2]1[CH:7]=[CH:6][C:5]([CH2:8][CH2:9][C:10]([O:12][CH3:13])=[O:11])=[CH:4][CH:3]=1.[CH3:14][C:15]1[CH:20]=[C:19]([O:21][CH:22]2[CH2:27][CH2:26][CH2:25][CH2:24][O:23]2)[CH:18]=[CH:17][C:16]=1[C:28]1[CH:33]=[CH:32][CH:31]=[C:30]([CH2:34]O)[CH:29]=1.C(P(CCCC)CCCC)CCC.N(C(N1CCCCC1)=O)=NC(N1CCCCC1)=O. Product: [CH3:14][C:15]1[CH:20]=[C:19]([O:21][CH:22]2[CH2:27][CH2:26][CH2:25][CH2:24][O:23]2)[CH:18]=[CH:17][C:16]=1[C:28]1[CH:33]=[CH:32][CH:31]=[C:30]([CH2:34][O:1][C:2]2[CH:3]=[CH:4][C:5]([CH2:8][CH2:9][C:10]([O:12][CH3:13])=[O:11])=[CH:6][CH:7]=2)[CH:29]=1. The catalyst class is: 345. (3) Reactant: [C:1]1([S:7]([CH2:10][C:11]2[C:16]([C:17]([O:19][CH3:20])=[O:18])=[C:15](OS(C(F)(F)F)(=O)=O)[C:14](C3C=COC=3)=[CH:13][CH:12]=2)(=[O:9])=[O:8])[CH:6]=[CH:5][CH:4]=[CH:3][CH:2]=1.[CH:34]#[C:35][CH3:36].C(N[CH:41]([CH3:43])[CH3:42])(C)C.CN([CH:47]=[O:48])C. Product: [C:1]1([S:7]([CH2:10][C:11]2[C:16]([C:17]([O:19][CH3:20])=[O:18])=[C:15]([C:34]#[C:35][CH3:36])[C:14]([C:42]3[CH:41]=[CH:43][O:48][CH:47]=3)=[CH:13][CH:12]=2)(=[O:9])=[O:8])[CH:6]=[CH:5][CH:4]=[CH:3][CH:2]=1. The catalyst class is: 724. (4) Reactant: [CH2:1]([C@H:8]1[NH:13][CH2:12][CH2:11][N:10]([C:14]([O:16][C:17]([CH3:20])([CH3:19])[CH3:18])=[O:15])[CH2:9]1)[C:2]1[CH:7]=[CH:6][CH:5]=[CH:4][CH:3]=1.[Br:21][C:22]1[CH:26]=[CH:25][S:24][C:23]=1[C:27](O)=[O:28].CCN=C=NCCCN(C)C.C1C=CC2N(O)N=NC=2C=1. Product: [CH2:1]([C@H:8]1[N:13]([C:27]([C:23]2[S:24][CH:25]=[CH:26][C:22]=2[Br:21])=[O:28])[CH2:12][CH2:11][N:10]([C:14]([O:16][C:17]([CH3:20])([CH3:19])[CH3:18])=[O:15])[CH2:9]1)[C:2]1[CH:3]=[CH:4][CH:5]=[CH:6][CH:7]=1. The catalyst class is: 4. (5) Reactant: [Cl:1][C:2]1[CH:14]=[N:13][C:5]2[NH:6][C:7]3[CH2:12][CH2:11][NH:10][CH2:9][C:8]=3[C:4]=2[CH:3]=1.[CH3:15][O:16][C:17]1[CH:18]=[C:19]([CH:22]=[CH:23][CH:24]=1)[CH2:20]Br.C([O-])([O-])=O.[K+].[K+]. Product: [Cl:1][C:2]1[CH:14]=[N:13][C:5]2[NH:6][C:7]3[CH2:12][CH2:11][N:10]([CH2:20][C:19]4[CH:22]=[CH:23][CH:24]=[C:17]([O:16][CH3:15])[CH:18]=4)[CH2:9][C:8]=3[C:4]=2[CH:3]=1. The catalyst class is: 3. (6) Reactant: C(OC([N:8]1[CH2:13][CH2:12][N:11]([C:14]2[CH:19]=[CH:18][C:17]([N:20]3[CH2:24][C@H:23]([CH2:25][NH:26][C:27]([NH2:29])=[S:28])[O:22][C:21]3=[O:30])=[CH:16][C:15]=2[F:31])[CH2:10][CH2:9]1)=O)(C)(C)C.Cl. Product: [F:31][C:15]1[CH:16]=[C:17]([N:20]2[CH2:24][C@H:23]([CH2:25][NH:26][C:27]([NH2:29])=[S:28])[O:22][C:21]2=[O:30])[CH:18]=[CH:19][C:14]=1[N:11]1[CH2:12][CH2:13][NH:8][CH2:9][CH2:10]1. The catalyst class is: 24. (7) Reactant: Cl.[F:2][C:3]1[CH:8]=[C:7]([F:9])[CH:6]=[CH:5][C:4]=1[N:10]1[CH:14]([C:15]2[S:16][C:17]([N:20]3[CH2:25][CH2:24][NH:23][CH2:22][CH2:21]3)=[CH:18][CH:19]=2)[CH2:13][C:12]([C:26]([F:32])([F:31])[C:27]([F:30])([F:29])[F:28])=[N:11]1.C(N(CC)CC)C.[CH3:40][S:41](Cl)(=[O:43])=[O:42]. Product: [F:2][C:3]1[CH:8]=[C:7]([F:9])[CH:6]=[CH:5][C:4]=1[N:10]1[CH:14]([C:15]2[S:16][C:17]([N:20]3[CH2:25][CH2:24][N:23]([S:41]([CH3:40])(=[O:43])=[O:42])[CH2:22][CH2:21]3)=[CH:18][CH:19]=2)[CH2:13][C:12]([C:26]([F:32])([F:31])[C:27]([F:28])([F:29])[F:30])=[N:11]1. The catalyst class is: 4.